Predict the product of the given reaction. From a dataset of Forward reaction prediction with 1.9M reactions from USPTO patents (1976-2016). (1) Given the reactants Br[C:2]1[N:7]=[CH:6][C:5]([C:8]([C:10]2[C:18]3[C:13](=[N:14][CH:15]=[CH:16][CH:17]=3)[NH:12][CH:11]=2)=[O:9])=[CH:4][CH:3]=1.[F:19][C:20]([F:31])([F:30])[C:21]1[CH:29]=[CH:28][C:24]([C:25]([NH2:27])=[O:26])=[CH:23][CH:22]=1.CC1(C)C2C(=C(P(C3C=CC=CC=3)C3C=CC=CC=3)C=CC=2)OC2C(P(C3C=CC=CC=3)C3C=CC=CC=3)=CC=CC1=2.C(=O)([O-])[O-].[Cs+].[Cs+], predict the reaction product. The product is: [NH:12]1[C:13]2=[N:14][CH:15]=[CH:16][CH:17]=[C:18]2[C:10]([C:8]([C:5]2[CH:4]=[CH:3][C:2]([NH:27][C:25](=[O:26])[C:24]3[CH:28]=[CH:29][C:21]([C:20]([F:30])([F:31])[F:19])=[CH:22][CH:23]=3)=[N:7][CH:6]=2)=[O:9])=[CH:11]1. (2) Given the reactants [Cl:1][C:2]1[CH:3]=[C:4]([C:9]2[CH2:10][NH:11][CH2:12][CH:13]=2)[CH:5]=[CH:6][C:7]=1[Cl:8].[H][H], predict the reaction product. The product is: [Cl:1][C:2]1[CH:3]=[C:4]([CH:9]2[CH2:13][CH2:12][NH:11][CH2:10]2)[CH:5]=[CH:6][C:7]=1[Cl:8]. (3) Given the reactants [CH:1]1[CH:2]=[CH:3][C:4]2[S:9][CH:8]=[CH:7][C:5]=2[CH:6]=1.[Br:10][C:11]1[CH:12]=[CH:13][C:14]([F:19])=[C:15]([CH:18]=1)[CH:16]=O, predict the reaction product. The product is: [S:9]1[C:8]([CH2:16][C:15]2[CH:18]=[C:11]([Br:10])[CH:12]=[CH:13][C:14]=2[F:19])=[CH:7][C:5]2[CH:6]=[CH:1][CH:2]=[CH:3][C:4]1=2. (4) The product is: [CH3:12][O:13][C:14](=[O:35])[C:15]1[CH:20]=[CH:19][C:18]([NH:21][C:22]([C:24]2[CH:33]=[C:32]3[C:27]([CH2:28][CH2:29][CH2:30][N:31]3[S:8]([C:4]3[CH:5]=[CH:6][CH:7]=[C:2]([F:1])[CH:3]=3)(=[O:10])=[O:9])=[CH:26][CH:25]=2)=[O:23])=[CH:17][C:16]=1[Cl:34]. Given the reactants [F:1][C:2]1[CH:3]=[C:4]([S:8](Cl)(=[O:10])=[O:9])[CH:5]=[CH:6][CH:7]=1.[CH3:12][O:13][C:14](=[O:35])[C:15]1[CH:20]=[CH:19][C:18]([NH:21][C:22]([C:24]2[CH:33]=[C:32]3[C:27]([CH2:28][CH2:29][CH2:30][NH:31]3)=[CH:26][CH:25]=2)=[O:23])=[CH:17][C:16]=1[Cl:34].N1C=CC=CC=1, predict the reaction product. (5) Given the reactants [C:1]12([CH2:11][O:12][C:13]3[C:21]([CH:22]4C[CH2:23]4)=[CH:20][C:16]([C:17]([OH:19])=O)=[C:15]([F:25])[CH:14]=3)[CH2:10][CH:5]3[CH2:6][CH:7]([CH2:9][CH:3]([CH2:4]3)[CH2:2]1)[CH2:8]2.C12(COC3C(CC)=CC(C(O)=O)=C(F)C=3)CC3CC(CC(C3)C1)C2.CS(N)(=O)=O.[N:55]1([S:59]([NH2:62])(=[O:61])=[O:60])[CH2:58][CH2:57][CH2:56]1, predict the reaction product. The product is: [C:1]12([CH2:11][O:12][C:13]3[C:21]([CH2:22][CH3:23])=[CH:20][C:16]([C:17]([NH:62][S:59]([N:55]4[CH2:58][CH2:57][CH2:56]4)(=[O:61])=[O:60])=[O:19])=[C:15]([F:25])[CH:14]=3)[CH2:8][CH:7]3[CH2:9][CH:3]([CH2:4][CH:5]([CH2:6]3)[CH2:10]1)[CH2:2]2. (6) Given the reactants [Cl:1][C:2]1[CH:3]=[C:4]2[C:9](=[CH:10][CH:11]=1)[C:8]([CH3:13])([CH3:12])[C:7](=[O:14])[C:6]([C:15](OCC)=[O:16])=[C:5]2[OH:20].[NH3:21], predict the reaction product. The product is: [Cl:1][C:2]1[CH:3]=[C:4]2[C:9](=[CH:10][CH:11]=1)[C:8]([CH3:13])([CH3:12])[C:7](=[O:14])[C:6]([C:15]([NH2:21])=[O:16])=[C:5]2[OH:20].